Task: Regression. Given two drug SMILES strings and cell line genomic features, predict the synergy score measuring deviation from expected non-interaction effect.. Dataset: NCI-60 drug combinations with 297,098 pairs across 59 cell lines (1) Drug 1: CCC1(CC2CC(C3=C(CCN(C2)C1)C4=CC=CC=C4N3)(C5=C(C=C6C(=C5)C78CCN9C7C(C=CC9)(C(C(C8N6C=O)(C(=O)OC)O)OC(=O)C)CC)OC)C(=O)OC)O.OS(=O)(=O)O. Drug 2: C1=CC=C(C(=C1)C(C2=CC=C(C=C2)Cl)C(Cl)Cl)Cl. Cell line: SNB-75. Synergy scores: CSS=6.87, Synergy_ZIP=-5.83, Synergy_Bliss=-1.42, Synergy_Loewe=-13.5, Synergy_HSA=-1.44. (2) Cell line: NCIH23. Drug 1: C1=CN(C(=O)N=C1N)C2C(C(C(O2)CO)O)O.Cl. Synergy scores: CSS=57.1, Synergy_ZIP=-5.40, Synergy_Bliss=-6.56, Synergy_Loewe=-2.44, Synergy_HSA=-0.966. Drug 2: CCC1(CC2CC(C3=C(CCN(C2)C1)C4=CC=CC=C4N3)(C5=C(C=C6C(=C5)C78CCN9C7C(C=CC9)(C(C(C8N6C=O)(C(=O)OC)O)OC(=O)C)CC)OC)C(=O)OC)O.OS(=O)(=O)O.